Dataset: Forward reaction prediction with 1.9M reactions from USPTO patents (1976-2016). Task: Predict the product of the given reaction. Given the reactants [Br:1][C:2]1[CH:10]=[C:9]2[C:5]([CH:6]=[CH:7][NH:8]2)=[CH:4][CH:3]=1.[H-].[Na+].[CH:13]([Si:16](Cl)([CH:20]([CH3:22])[CH3:21])[CH:17]([CH3:19])[CH3:18])([CH3:15])[CH3:14], predict the reaction product. The product is: [Br:1][C:2]1[CH:10]=[C:9]2[C:5]([CH:6]=[CH:7][N:8]2[Si:16]([CH:20]([CH3:22])[CH3:21])([CH:17]([CH3:19])[CH3:18])[CH:13]([CH3:15])[CH3:14])=[CH:4][CH:3]=1.